Dataset: Peptide-MHC class II binding affinity with 134,281 pairs from IEDB. Task: Regression. Given a peptide amino acid sequence and an MHC pseudo amino acid sequence, predict their binding affinity value. This is MHC class II binding data. (1) The peptide sequence is GPLRLFMALVAFLRF. The MHC is DRB1_0401 with pseudo-sequence DRB1_0401. The binding affinity (normalized) is 0.376. (2) The peptide sequence is TKPEACSGEPVVVHI. The MHC is HLA-DQA10102-DQB10502 with pseudo-sequence HLA-DQA10102-DQB10502. The binding affinity (normalized) is 0. (3) The peptide sequence is PGESRHTSDHMSIYK. The binding affinity (normalized) is 0.0950. The MHC is DRB1_0401 with pseudo-sequence DRB1_0401. (4) The peptide sequence is LLGLLAPLASAQLSR. The MHC is DRB1_0301 with pseudo-sequence DRB1_0301. The binding affinity (normalized) is 0.190. (5) The MHC is DRB3_0101 with pseudo-sequence DRB3_0101. The peptide sequence is MIVDTISDFRAAIAN. The binding affinity (normalized) is 0.270. (6) The peptide sequence is QGVADAYITLVTLPK. The MHC is HLA-DPA10201-DPB10501 with pseudo-sequence HLA-DPA10201-DPB10501. The binding affinity (normalized) is 0.604. (7) The peptide sequence is AEGGKATTEEQKLIE. The MHC is HLA-DQA10301-DQB10302 with pseudo-sequence HLA-DQA10301-DQB10302. The binding affinity (normalized) is 0.250. (8) The peptide sequence is IGLVTQTINDFYFVI. The MHC is HLA-DQA10501-DQB10201 with pseudo-sequence HLA-DQA10501-DQB10201. The binding affinity (normalized) is 0.321. (9) The peptide sequence is TAKLRWFHERGYVKL. The MHC is DRB1_0801 with pseudo-sequence DRB1_0801. The binding affinity (normalized) is 0.575. (10) The peptide sequence is GFGMLLRKYGIAAENVIDVK. The MHC is DRB1_0701 with pseudo-sequence DRB1_0701. The binding affinity (normalized) is 0.572.